Dataset: Reaction yield outcomes from USPTO patents with 853,638 reactions. Task: Predict the reaction yield, written as a fraction of the theoretical maximum amount of product (1.0 means a 100% yield; for example, 0.34 means a 34% yield). The yield is 0.430. The catalyst is C(O)C. The product is [CH3:1][O:2][C:3]1[CH:8]=[CH:7][CH:6]=[CH:5][C:4]=1[C:9]1[C:17]2[C:12](=[N:13][CH:14]=[C:15]([C:18]3[CH:19]=[CH:20][C:21]([NH:29][C:30]4[CH:31]=[N:32][CH:33]=[N:34][CH:35]=4)=[C:22]([CH:28]=3)[C:23]([N:25]([CH3:26])[CH3:27])=[O:24])[CH:16]=2)[NH:11][CH:10]=1. The reactants are [CH3:1][O:2][C:3]1[CH:8]=[CH:7][CH:6]=[CH:5][C:4]=1[C:9]1[C:17]2[C:12](=[N:13][CH:14]=[C:15]([C:18]3[CH:19]=[CH:20][C:21]([NH:29][C:30]4[CH:31]=[N:32][CH:33]=[N:34][CH:35]=4)=[C:22]([CH:28]=3)[C:23]([N:25]([CH3:27])[CH3:26])=[O:24])[CH:16]=2)[N:11](S(C2C=CC(C)=CC=2)(=O)=O)[CH:10]=1.[OH-].[K+].C(O)(=O)CC(CC(O)=O)(C(O)=O)O.